From a dataset of Forward reaction prediction with 1.9M reactions from USPTO patents (1976-2016). Predict the product of the given reaction. (1) Given the reactants [CH:1]1([CH2:4][N:5]([CH2:19][CH:20]2[CH2:22][CH2:21]2)[C:6]2[N:11]=[C:10]3[N:12]([CH3:16])[C:13]([CH3:15])=[N:14][C:9]3=[CH:8][C:7]=2[CH:17]=O)[CH2:3][CH2:2]1.[F:23][C:24]([F:38])([F:37])[C:25]1[CH:26]=[C:27]([CH:30]=[C:31]([C:33]([F:36])([F:35])[F:34])[CH:32]=1)[CH2:28][NH2:29].C(O)(=O)C.[BH3-]C#N.[Na+], predict the reaction product. The product is: [F:23][C:24]([F:37])([F:38])[C:25]1[CH:26]=[C:27]([CH:30]=[C:31]([C:33]([F:36])([F:34])[F:35])[CH:32]=1)[CH2:28][NH:29][CH2:17][C:7]1[CH:8]=[C:9]2[N:14]=[C:13]([CH3:15])[N:12]([CH3:16])[C:10]2=[N:11][C:6]=1[N:5]([CH2:19][CH:20]1[CH2:22][CH2:21]1)[CH2:4][CH:1]1[CH2:3][CH2:2]1. (2) Given the reactants Cl.[Cl:2][C:3]1[CH:4]=[C:5]2[C:9](=[CH:10][CH:11]=1)[NH:8][CH:7]=[C:6]2[CH2:12][CH2:13][NH2:14].[CH3:15][N:16]1[CH:20]=[CH:19][C:18]([N:21]2[CH2:25][CH2:24][CH:23]([C:26](O)=[O:27])[C:22]2=[O:29])=[N:17]1.[CH3:15][N:16]1[CH:20]=[CH:19][C:18]([N:21]2[CH2:25][CH2:24][CH:23]([C:26](O)=[O:27])[C:22]2=[O:29])=[N:17]1.C1CN([P+](ON2N=NC3C=CC=CC2=3)(N2CCCC2)N2CCCC2)CC1.F[P-](F)(F)(F)(F)F.C(N(CC)C(C)C)(C)C, predict the reaction product. The product is: [Cl:2][C:3]1[CH:4]=[C:5]2[C:9](=[CH:10][CH:11]=1)[NH:8][CH:7]=[C:6]2[CH2:12][CH2:13][NH:14][C:26]([CH:23]1[CH2:24][CH2:25][N:21]([C:18]2[CH:19]=[CH:20][N:16]([CH3:15])[N:17]=2)[C:22]1=[O:29])=[O:27]. (3) Given the reactants [C:1]([CH2:3][NH:4][C:5](=[O:12])[C@@H:6]([NH2:11])[CH2:7][CH:8]([CH3:10])[CH3:9])#[N:2].ClC1C=CC=CC=1C1C=CC(C(O)=O)=CC=1.[Cl:29][C:30]1[CH:35]=[CH:34][CH:33]=[CH:32][C:31]=1[C:36]1[CH:40]=[C:39]([C:41](O)=[O:42])[O:38][N:37]=1, predict the reaction product. The product is: [C:1]([CH2:3][NH:4][C:5]([C@@H:6]([NH:11][C:41]([C:39]1[O:38][N:37]=[C:36]([C:31]2[CH:32]=[CH:33][CH:34]=[CH:35][C:30]=2[Cl:29])[CH:40]=1)=[O:42])[CH2:7][CH:8]([CH3:9])[CH3:10])=[O:12])#[N:2]. (4) The product is: [CH3:10][O:9][C:5]1[CH:6]=[C:7]([CH3:8])[C:2]([B:17]([OH:22])[OH:18])=[C:3]([CH3:11])[CH:4]=1. Given the reactants Br[C:2]1[C:7]([CH3:8])=[CH:6][C:5]([O:9][CH3:10])=[CH:4][C:3]=1[CH3:11].C([Li])CCC.[B:17](OC(C)C)([O:22]C(C)C)[O:18]C(C)C, predict the reaction product. (5) Given the reactants [CH3:1][C:2]1[CH:6]=[C:5]([CH3:7])[N:4]([C:8]2[N:13]=[C:12]([C:14]3[O:15][C:16]([CH3:19])=[CH:17][CH:18]=3)[N:11]=[C:10]([NH:20][C:21]([C@H]3CCNC3)=[O:22])[CH:9]=2)[N:3]=1.C(OC([N:35]1[CH2:39][CH2:38][C@@H:37]([CH2:40]C(O)=O)[CH2:36]1)=O)(C)(C)C, predict the reaction product. The product is: [CH3:1][C:2]1[CH:6]=[C:5]([CH3:7])[N:4]([C:8]2[N:13]=[C:12]([C:14]3[O:15][C:16]([CH3:19])=[CH:17][CH:18]=3)[N:11]=[C:10]([NH:20][C:21](=[O:22])[CH2:40][CH:37]3[CH2:38][CH2:39][NH:35][CH2:36]3)[CH:9]=2)[N:3]=1. (6) Given the reactants C([SiH](CC)CC)C.[CH3:8][O:9][C:10](=[O:41])[C:11]([C:13]1[C:21]2[C:16](=[CH:17][CH:18]=[C:19]([O:22][CH3:23])[CH:20]=2)[NH:15][C:14]=1[C:24]1[CH:29]=[CH:28][C:27]([Cl:30])=[C:26]([S:31](=[O:40])(=[O:39])[NH:32][CH:33]2[CH2:38][CH2:37][CH2:36][CH2:35][CH2:34]2)[CH:25]=1)=O, predict the reaction product. The product is: [CH3:8][O:9][C:10](=[O:41])[CH2:11][C:13]1[C:21]2[C:16](=[CH:17][CH:18]=[C:19]([O:22][CH3:23])[CH:20]=2)[NH:15][C:14]=1[C:24]1[CH:29]=[CH:28][C:27]([Cl:30])=[C:26]([S:31](=[O:39])(=[O:40])[NH:32][CH:33]2[CH2:34][CH2:35][CH2:36][CH2:37][CH2:38]2)[CH:25]=1. (7) Given the reactants [CH:1]([C:7]1[NH:8][C:9]2[C:14]([CH:15]=1)=[CH:13][CH:12]=[CH:11][CH:10]=2)=[CH:2][CH2:3][CH2:4][CH2:5][CH3:6].[H][H], predict the reaction product. The product is: [CH2:1]([C:7]1[NH:8][C:9]2[C:14]([CH:15]=1)=[CH:13][CH:12]=[CH:11][CH:10]=2)[CH2:2][CH2:3][CH2:4][CH2:5][CH3:6]. (8) Given the reactants Cl[C:2]1[CH:7]=[C:6]([O:8][CH2:9][CH:10]2[CH2:12][CH2:11]2)[N:5]=[C:4]([C:13]([O:15][CH3:16])=[O:14])[CH:3]=1.[CH2:17]([NH:19][C:20](=[O:42])[NH:21][C:22]1[N:27]=[CH:26][C:25](B(O)O)=[C:24]([C:31]2[S:32][CH:33]=[C:34]([C:36]3[CH:41]=[CH:40][CH:39]=[CH:38][CH:37]=3)[N:35]=2)[CH:23]=1)[CH3:18].O1CCOCC1.C(=O)(O)[O-].[Na+], predict the reaction product. The product is: [CH:10]1([CH2:9][O:8][C:6]2[N:5]=[C:4]([C:13]([O:15][CH3:16])=[O:14])[CH:3]=[C:2]([C:25]3[CH:26]=[N:27][C:22]([NH:21][C:20]([NH:19][CH2:17][CH3:18])=[O:42])=[CH:23][C:24]=3[C:31]3[S:32][CH:33]=[C:34]([C:36]4[CH:41]=[CH:40][CH:39]=[CH:38][CH:37]=4)[N:35]=3)[CH:7]=2)[CH2:12][CH2:11]1. (9) Given the reactants [F:1][CH2:2][CH2:3][N:4]1[C:16]2[CH2:15][CH2:14][CH2:13][CH:12]([C:17]([OH:19])=O)[C:11]=2[C:10]2[C:5]1=[CH:6][CH:7]=[CH:8][CH:9]=2.C(Cl)(=O)C([Cl:23])=O.CN(C=O)C, predict the reaction product. The product is: [F:1][CH2:2][CH2:3][N:4]1[C:16]2[CH2:15][CH2:14][CH2:13][CH:12]([C:17]([Cl:23])=[O:19])[C:11]=2[C:10]2[C:5]1=[CH:6][CH:7]=[CH:8][CH:9]=2. (10) Given the reactants [OH:1][CH2:2][C:3]1[CH:12]=[CH:11][C:6]([C:7]([O:9][CH3:10])=[O:8])=[CH:5][CH:4]=1.C(N(CC)[P:16]([O:22][C:23]([CH3:26])([CH3:25])[CH3:24])[O:17][C:18]([CH3:21])([CH3:20])[CH3:19])C.CC1NN=NN=1.ClC1C=C(C=CC=1)C(OO)=[O:40], predict the reaction product. The product is: [C:23]([O:22][P:16]([O:1][CH2:2][C:3]1[CH:4]=[CH:5][C:6]([C:7]([O:9][CH3:10])=[O:8])=[CH:11][CH:12]=1)([O:17][C:18]([CH3:19])([CH3:20])[CH3:21])=[O:40])([CH3:24])([CH3:25])[CH3:26].